This data is from Experimentally validated miRNA-target interactions with 360,000+ pairs, plus equal number of negative samples. The task is: Binary Classification. Given a miRNA mature sequence and a target amino acid sequence, predict their likelihood of interaction. The miRNA is hsa-miR-3195 with sequence CGCGCCGGGCCCGGGUU. The protein sequence of the target gene is MAEGERQPPPDSSEETPPTTQNFIIPKKEIHTVPDMGKWKRSQAYADYIGFILTLNEGVKGKKLTFDYKVSEAIEKLVALLDTLDRWIDETPPVDQPSRFGNKAYRTWYAKLDQEAENLVATVVPTHLAAAVPEVAVYLKEAVGNSTRIDYGTGHEAAFAAFLCCLCKIGVLRVDDQVAIVFKVFDRYLEVMRKLQKTYRMEPAGSQGVWGLDDFQFLPFIWGSSQLIDHPHLEPRHFVDEKAVSENHKDYMFLQCILFITEMKTGPFAEHSNQLWNISAVPSWSKVNQGLIRMYKAECL.... Result: 0 (no interaction).